From a dataset of NCI-60 drug combinations with 297,098 pairs across 59 cell lines. Regression. Given two drug SMILES strings and cell line genomic features, predict the synergy score measuring deviation from expected non-interaction effect. Drug 1: CC1=C(C(CCC1)(C)C)C=CC(=CC=CC(=CC(=O)O)C)C. Drug 2: CN1C2=C(C=C(C=C2)N(CCCl)CCCl)N=C1CCCC(=O)O.Cl. Cell line: IGROV1. Synergy scores: CSS=0.787, Synergy_ZIP=-0.371, Synergy_Bliss=-0.290, Synergy_Loewe=-1.74, Synergy_HSA=-0.784.